This data is from Reaction yield outcomes from USPTO patents with 853,638 reactions. The task is: Predict the reaction yield, written as a fraction of the theoretical maximum amount of product (1.0 means a 100% yield; for example, 0.34 means a 34% yield). (1) The reactants are [OH:1][C:2]1[CH:3]=[CH:4][C:5]([C:8]([O:10][CH3:11])=[O:9])=[N:6][CH:7]=1.[CH2:12](I)[CH3:13].C([O-])([O-])=O.[K+].[K+]. The catalyst is CN(C=O)C.C([O-])(O)=O.[Na+].C(OCC)(=O)C. The product is [CH2:12]([O:1][C:2]1[CH:3]=[CH:4][C:5]([C:8]([O:10][CH3:11])=[O:9])=[N:6][CH:7]=1)[CH3:13]. The yield is 0.760. (2) The reactants are [C:1]([NH:20][CH2:21][CH:22]1[CH:27]([OH:28])[CH2:26][CH2:25][CH2:24][O:23]1)([C:14]1[CH:19]=[CH:18][CH:17]=[CH:16][CH:15]=1)([C:8]1[CH:13]=[CH:12][CH:11]=[CH:10][CH:9]=1)[C:2]1[CH:7]=[CH:6][CH:5]=[CH:4][CH:3]=1.C(N(CC)CC)C. The catalyst is CS(C)=O. The product is [C:1]([NH:20][CH2:21][CH:22]1[C:27](=[O:28])[CH2:26][CH2:25][CH2:24][O:23]1)([C:14]1[CH:15]=[CH:16][CH:17]=[CH:18][CH:19]=1)([C:8]1[CH:9]=[CH:10][CH:11]=[CH:12][CH:13]=1)[C:2]1[CH:7]=[CH:6][CH:5]=[CH:4][CH:3]=1. The yield is 0.520. (3) The reactants are [CH:1]1[C:6]([C:7]2[CH:13]=[C:12]([NH2:14])[C:10](=[O:11])[NH:9][CH:8]=2)=[CH:5][CH:4]=[N:3][CH:2]=1.[C:15]([C:19]1[CH:27]=[CH:26][C:22]([C:23](Cl)=[O:24])=[CH:21][CH:20]=1)([CH3:18])([CH3:17])[CH3:16]. The catalyst is N1C=CC=CC=1. The product is [C:15]([C:19]1[CH:20]=[CH:21][C:22]([C:23]([NH:14][C:12]2[C:10](=[O:11])[NH:9][CH:8]=[C:7]([C:6]3[CH:1]=[CH:2][N:3]=[CH:4][CH:5]=3)[CH:13]=2)=[O:24])=[CH:26][CH:27]=1)([CH3:18])([CH3:16])[CH3:17]. The yield is 0.0900. (4) The reactants are [CH:1]1[C:10]2[C:5](=[CH:6][C:7]([OH:11])=[CH:8][CH:9]=2)[CH:4]=[CH:3][C:2]=1[OH:12].F[C:14]1[CH:21]=[CH:20][C:17]([C:18]#[N:19])=[CH:16][CH:15]=1.C([O-])([O-])=O.[K+].[K+]. The catalyst is CN(C=O)C. The product is [OH:12][C:2]1[CH:1]=[C:10]2[C:5](=[CH:4][CH:3]=1)[CH:6]=[C:7]([O:11][C:14]1[CH:21]=[CH:20][C:17]([C:18]#[N:19])=[CH:16][CH:15]=1)[CH:8]=[CH:9]2. The yield is 0.160.